This data is from Catalyst prediction with 721,799 reactions and 888 catalyst types from USPTO. The task is: Predict which catalyst facilitates the given reaction. (1) Reactant: [F:1][C:2]([F:25])([F:24])[C:3]1[CH:23]=[CH:22][C:6]([O:7][CH2:8][C:9]2[NH:17][C:16]3[C:11](=[N:12][CH:13]=[CH:14][C:15]=3[C:18]([O:20]C)=[O:19])[CH:10]=2)=[CH:5][CH:4]=1. Product: [F:25][C:2]([F:1])([F:24])[C:3]1[CH:23]=[CH:22][C:6]([O:7][CH2:8][C:9]2[NH:17][C:16]3[C:11](=[N:12][CH:13]=[CH:14][C:15]=3[C:18]([OH:20])=[O:19])[CH:10]=2)=[CH:5][CH:4]=1. The catalyst class is: 47. (2) Reactant: C[Si]([C:5]#[N:6])(C)C.[NH2:7][C:8]1[CH:13]=[CH:12][C:11]([CH2:14][C:15]([OH:17])=[O:16])=[CH:10][CH:9]=1.[C:18]1(=O)[CH2:21][CH2:20][CH2:19]1. Product: [C:5]([C:18]1([NH:7][C:8]2[CH:9]=[CH:10][C:11]([CH2:14][C:15]([OH:17])=[O:16])=[CH:12][CH:13]=2)[CH2:21][CH2:20][CH2:19]1)#[N:6]. The catalyst class is: 12. (3) Reactant: [N:1]1[CH:6]=[CH:5][CH:4]=[C:3]([C:7](=[S:9])[NH2:8])[CH:2]=1.Br[CH:11]([CH:17]([CH3:22])[C:18]([F:21])([F:20])[F:19])[C:12](OCC)=[O:13].N1C=CC=CC=1. Product: [N:1]1[CH:6]=[CH:5][CH:4]=[C:3]([C:7]2[S:9][C:11]([CH:17]([CH3:22])[C:18]([F:21])([F:20])[F:19])=[C:12]([OH:13])[N:8]=2)[CH:2]=1. The catalyst class is: 8. (4) Reactant: [NH2:1]N.O.[C:4]1(C)C=[CH:8][C:7](S(O)(=O)=O)=[CH:6][CH:5]=1.[CH:15](O)([CH3:17])[CH3:16]. Product: [NH:1]1[C:8]2[C:17](=[CH:4][CH:5]=[CH:6][CH:7]=2)[CH:15]=[CH:16]1. The catalyst class is: 6. (5) Reactant: [O:1]=[C:2]1[C:11]2[C:6](=[CH:7][CH:8]=[CH:9][CH:10]=2)[N:5]=[CH:4][N:3]1[C@@H:12]1[CH2:17][CH2:16][CH2:15][N:14](C(OC(C)(C)C)=O)[CH2:13]1. Product: [NH:14]1[CH2:15][CH2:16][CH2:17][C@@H:12]([N:3]2[C:2](=[O:1])[C:11]3[C:6](=[CH:7][CH:8]=[CH:9][CH:10]=3)[N:5]=[CH:4]2)[CH2:13]1. The catalyst class is: 209.